This data is from Reaction yield outcomes from USPTO patents with 853,638 reactions. The task is: Predict the reaction yield, written as a fraction of the theoretical maximum amount of product (1.0 means a 100% yield; for example, 0.34 means a 34% yield). (1) The reactants are [C:1]1([C:7]2[C:11]([CH2:12][CH2:13][C:14]([O:16]CC)=O)=[CH:10][NH:9][N:8]=2)[CH:6]=[CH:5][CH:4]=[CH:3][CH:2]=1.Cl[C:20]1[CH:25]=[CH:24][C:23]([C:26]([F:29])([F:28])[F:27])=[CH:22][N:21]=1.CN(C)C=O.[H-].[Na+]. The catalyst is O. The product is [C:1]1([C:7]2[C:11]([CH2:12][CH2:13][CH2:14][OH:16])=[CH:10][N:9]([C:20]3[CH:25]=[CH:24][C:23]([C:26]([F:29])([F:28])[F:27])=[CH:22][N:21]=3)[N:8]=2)[CH:2]=[CH:3][CH:4]=[CH:5][CH:6]=1. The yield is 0.860. (2) The reactants are Br[CH:2]([CH3:11])[C:3]([C:5]1[CH:10]=[CH:9][CH:8]=[CH:7][CH:6]=1)=O.[NH2:12][C:13]([NH2:15])=[S:14]. The catalyst is CCO. The product is [CH3:11][C:2]1[S:14][C:13]([NH2:15])=[N:12][C:3]=1[C:5]1[CH:10]=[CH:9][CH:8]=[CH:7][CH:6]=1. The yield is 0.770. (3) The reactants are [CH2:1]([N:8]([CH2:19][C:20]1[CH:25]=[CH:24][CH:23]=[CH:22][CH:21]=1)[C:9]1[C:16]([CH3:17])=[CH:15][C:12]([CH:13]=[O:14])=[C:11]([CH3:18])[CH:10]=1)[C:2]1[CH:7]=[CH:6][CH:5]=[CH:4][CH:3]=1.[CH2:26](O)[CH2:27][OH:28].C1(C)C=CC(S(O)(=O)=O)=CC=1.S([O-])([O-])(=O)=O.[Mg+2]. The catalyst is C1(C)C=CC=CC=1.CCOC(C)=O. The product is [CH2:19]([N:8]([CH2:1][C:2]1[CH:3]=[CH:4][CH:5]=[CH:6][CH:7]=1)[C:9]1[CH:10]=[C:11]([CH3:18])[C:12]([CH:13]2[O:28][CH2:27][CH2:26][O:14]2)=[CH:15][C:16]=1[CH3:17])[C:20]1[CH:21]=[CH:22][CH:23]=[CH:24][CH:25]=1. The yield is 0.780. (4) The reactants are [CH3:1][S:2]([NH:5][CH2:6][C:7]1[CH:8]=[C:9]2[C:13](=[CH:14][CH:15]=1)[NH:12][CH:11]=[C:10]2[CH2:16][CH2:17][CH2:18]CS([O-])(=O)=O)(=[O:4])=[O:3].[I-].[K+].C(N(CC)C(C)C)(C)C.[CH3:35][O:36][C:37]1[C:38]([N:43]2[CH2:48][CH2:47][NH:46][CH2:45][CH2:44]2)=[N:39][CH:40]=[N:41][CH:42]=1. The catalyst is C(#N)C.C(Cl)Cl. The product is [CH3:35][O:36][C:37]1[C:38]([N:43]2[CH2:48][CH2:47][N:46]([CH2:18][CH2:17][CH2:16][C:10]3[C:9]4[C:13](=[CH:14][CH:15]=[C:7]([CH2:6][NH:5][S:2]([CH3:1])(=[O:3])=[O:4])[CH:8]=4)[NH:12][CH:11]=3)[CH2:45][CH2:44]2)=[N:39][CH:40]=[N:41][CH:42]=1. The yield is 0.570. (5) The reactants are B(Cl)(Cl)Cl.[F:5][C:6]1[C:11]([CH:12]=[O:13])=[C:10]([O:14]C)[C:9]([O:16][CH3:17])=[CH:8][CH:7]=1.O. The catalyst is ClCCl. The product is [F:5][C:6]1[C:11]([CH:12]=[O:13])=[C:10]([OH:14])[C:9]([O:16][CH3:17])=[CH:8][CH:7]=1. The yield is 0.940. (6) The reactants are C([C:11]1[C:18]2[S:17][C:16]3[CH:19]=[C:20]([C:22]#[C:23][CH2:24][CH2:25][CH2:26][CH2:27][CH2:28][CH2:29][CH2:30][CH3:31])[S:21][C:15]=3[C:14]=2[S:13][CH:12]=1)CCCCCCCCC. The catalyst is [Pt].C(OCC)(=O)C. The product is [CH2:22]([C:20]1[S:21][C:15]2[C:14]3[S:13][CH:12]=[CH:11][C:18]=3[S:17][C:16]=2[C:19]=1[CH2:11][CH2:18][CH2:14][CH2:15][CH2:16][CH2:19][CH2:20][CH2:22][CH2:23][CH3:24])[CH2:23][CH2:24][CH2:25][CH2:26][CH2:27][CH2:28][CH2:29][CH2:30][CH3:31]. The yield is 0.799. (7) The reactants are [CH3:1][O:2][C:3]([N:5]([CH3:13])[C@@H:6]([CH:10]([CH3:12])[CH3:11])[C:7](O)=[O:8])=[O:4].Cl.[CH3:15][N:16]([C@@H:21]([CH:62]([CH3:64])[CH3:63])[C:22]([N:24]1[CH2:28][C@@H:27]([CH3:29])[CH2:26][C@H:25]1[C:30]1[NH:34][C:33]2[CH:35]=[C:36]([C:39]3[CH:44]=[CH:43][C:42]([C:45]4[CH:50]=[CH:49][C:48]([C:51]5[NH:55][C:54]([C@@H:56]6[CH2:60][C@H:59]([CH3:61])[CH2:58][NH:57]6)=[N:53][CH:52]=5)=[CH:47][CH:46]=4)=[CH:41][CH:40]=3)[CH:37]=[CH:38][C:32]=2[N:31]=1)=[O:23])[C:17](=[O:20])[O:18][CH3:19].CN(C(ON1N=NC2C=CC=NC1=2)=[N+](C)C)C.F[P-](F)(F)(F)(F)F.CCN(C(C)C)C(C)C. The catalyst is CN(C=O)C.C([O-])(O)=O.[Na+]. The product is [CH3:19][O:18][C:17]([N:16]([CH3:15])[C@@H:21]([CH:62]([CH3:64])[CH3:63])[C:22]([N:24]1[CH2:28][C@@H:27]([CH3:29])[CH2:26][C@H:25]1[C:30]1[NH:31][C:32]2[CH:38]=[CH:37][C:36]([C:39]3[CH:40]=[CH:41][C:42]([C:45]4[CH:50]=[CH:49][C:48]([C:51]5[N:55]=[C:54]([C@@H:56]6[CH2:60][C@H:59]([CH3:61])[CH2:58][N:57]6[C:7]([C@@H:6]([N:5]([CH3:13])[C:3](=[O:4])[O:2][CH3:1])[CH:10]([CH3:12])[CH3:11])=[O:8])[NH:53][CH:52]=5)=[CH:47][CH:46]=4)=[CH:43][CH:44]=3)=[CH:35][C:33]=2[N:34]=1)=[O:23])=[O:20]. The yield is 0.410. (8) The reactants are [CH:1](O)([CH3:3])[CH3:2].[CH3:5][O:6][C:7](=[O:19])[C:8]1[CH:13]=[CH:12][C:11]([O:14][C:15](=[O:17])[CH3:16])=[CH:10][C:9]=1[OH:18].C1C=CC(P(C2C=CC=CC=2)C2C=CC=CC=2)=CC=1.CCOC(/N=N/C(OCC)=O)=O. The catalyst is ClCCl. The product is [CH3:5][O:6][C:7](=[O:19])[C:8]1[CH:13]=[CH:12][C:11]([O:14][C:15](=[O:17])[CH3:16])=[CH:10][C:9]=1[O:18][CH:1]([CH3:3])[CH3:2]. The yield is 0.790. (9) The reactants are [Cl:1][C:2]1[CH:3]=[C:4]2[C:8](=[CH:9][CH:10]=1)[NH:7][CH:6]=[C:5]2[CH2:11][CH2:12][NH:13][C:14](=[O:22])[C:15]1[CH:20]=[CH:19][C:18](I)=[CH:17][CH:16]=1.[C:23]([C:25]1[CH:30]=[CH:29][CH:28]=[CH:27][C:26]=1B(O)O)#[N:24].C(=O)([O-])[O-].[Na+].[Na+]. The catalyst is C(COC)OC.O.C1C=CC([P]([Pd]([P](C2C=CC=CC=2)(C2C=CC=CC=2)C2C=CC=CC=2)([P](C2C=CC=CC=2)(C2C=CC=CC=2)C2C=CC=CC=2)[P](C2C=CC=CC=2)(C2C=CC=CC=2)C2C=CC=CC=2)(C2C=CC=CC=2)C2C=CC=CC=2)=CC=1. The product is [Cl:1][C:2]1[CH:3]=[C:4]2[C:8](=[CH:9][CH:10]=1)[NH:7][CH:6]=[C:5]2[CH2:11][CH2:12][NH:13][C:14]([C:15]1[CH:20]=[CH:19][C:18]([C:26]2[CH:27]=[CH:28][CH:29]=[CH:30][C:25]=2[C:23]#[N:24])=[CH:17][CH:16]=1)=[O:22]. The yield is 0.330. (10) The reactants are OS(O)(=O)=O.[OH:6][CH2:7][C:8]1[O:12][N:11]=[C:10]([C:13]([O:15][CH2:16][CH3:17])=[O:14])[CH:9]=1.CC([OH:21])C.C(OCC)(=O)C. The catalyst is O.CC(C)=O.[Cl-].[Na+].O.[O-2].[Cr+6].[O-2].[O-2]. The product is [CH2:16]([O:15][C:13]([C:10]1[CH:9]=[C:8]([C:7]([OH:21])=[O:6])[O:12][N:11]=1)=[O:14])[CH3:17]. The yield is 0.700.